This data is from Full USPTO retrosynthesis dataset with 1.9M reactions from patents (1976-2016). The task is: Predict the reactants needed to synthesize the given product. (1) Given the product [F:7][C:8]1[CH:9]=[C:10]([N:5]2[CH:6]=[C:2]([C:25]3[CH:26]=[CH:27][C:28]4[CH2:35][C@H:34]5[C@:36]6([CH2:40][N:39]([CH2:41][C:42]([F:45])([F:44])[F:43])[S:38](=[O:46])(=[O:47])[NH:37]6)[C@H:31]([CH2:32][CH2:33]5)[CH2:30][C:29]=4[CH:48]=3)[N:3]=[CH:4]2)[CH:11]=[CH:12][CH:13]=1, predict the reactants needed to synthesize it. The reactants are: Br[C:2]1[N:3]=[CH:4][NH:5][CH:6]=1.[F:7][C:8]1[CH:9]=[C:10](B(O)O)[CH:11]=[CH:12][CH:13]=1.CC1(C)C(C)(C)OB([C:25]2[CH:26]=[CH:27][C:28]3[CH2:35][C@H:34]4[C@:36]5([CH2:40][N:39]([CH2:41][C:42]([F:45])([F:44])[F:43])[S:38](=[O:47])(=[O:46])[NH:37]5)[C@H:31]([CH2:32][CH2:33]4)[CH2:30][C:29]=3[CH:48]=2)O1. (2) Given the product [OH:12][CH2:8][CH2:9][CH2:10][CH2:11][CH:2]1[CH2:6][CH2:5][O:4][C:3]1=[O:7], predict the reactants needed to synthesize it. The reactants are: I[CH:2]1[CH2:6][CH2:5][O:4][C:3]1=[O:7].[CH2:8]([OH:12])[CH2:9][CH:10]=[CH2:11].C(B(CC)CC)C.CCO.C([O-])(O)=O.[Na+].[PH2](O)=O.N(C(C)(C)C#N)=NC(C)(C)C#N.Cl. (3) Given the product [CH3:3][CH:2]([CH2:1][N:5]1[C:17]2[C:16]3[CH:15]=[CH:14][CH:13]=[CH:12][C:11]=3[N:10]=[C:9]([NH2:20])[C:8]=2[N:7]=[CH:6]1)[CH3:4], predict the reactants needed to synthesize it. The reactants are: [CH2:1]([N:5]1[C:17]2[C:16]3[CH:15]=[CH:14][CH:13]=[CH:12][C:11]=3[N+:10]([O-])=[CH:9][C:8]=2[N:7]=[CH:6]1)[CH:2]([CH3:4])[CH3:3].[OH-].[NH4+:20].ClC(OCC)=O. (4) Given the product [CH3:11][C:10]1[N:6]([CH2:5][C:4]2[CH:3]=[C:2]([N:38]3[CH2:39][CH2:40][CH:35]([C:33]#[N:34])[CH2:36][CH2:37]3)[CH:32]=[CH:31][CH:30]=2)[N:7]=[C:8]([C:12]2[O:16][N:15]=[C:14]([C:17]3[CH:22]=[CH:21][C:20]([C:23]4([C:26]([F:29])([F:28])[F:27])[CH2:25][CH2:24]4)=[CH:19][CH:18]=3)[N:13]=2)[CH:9]=1, predict the reactants needed to synthesize it. The reactants are: Br[C:2]1[CH:3]=[C:4]([CH:30]=[CH:31][CH:32]=1)[CH2:5][N:6]1[C:10]([CH3:11])=[CH:9][C:8]([C:12]2[O:16][N:15]=[C:14]([C:17]3[CH:22]=[CH:21][C:20]([C:23]4([C:26]([F:29])([F:28])[F:27])[CH2:25][CH2:24]4)=[CH:19][CH:18]=3)[N:13]=2)=[N:7]1.[C:33]([CH:35]1[CH2:40][CH2:39][NH:38][CH2:37][CH2:36]1)#[N:34]. (5) The reactants are: [CH3:1][C:2]1[C:10]([C@H:11]2[O:16][CH2:15][C@@H:14]3[CH2:17][NH:18][CH2:19][CH2:20][N:13]3[CH2:12]2)=[CH:9][CH:8]=[C:7]2[C:3]=1[CH2:4][O:5][C:6]2=[O:21].[CH3:22][C:23]1[C:31]([CH2:32][CH:33]=O)=[CH:30][CH:29]=[C:28]2[C:24]=1[CH2:25][O:26][C:27]2=[O:35].C(O[BH-](OC(=O)C)OC(=O)C)(=O)C.[Na+]. Given the product [CH3:1][C:2]1[C:10]([C@H:11]2[O:16][CH2:15][C@@H:14]3[CH2:17][N:18]([CH2:33][CH2:32][C:31]4[C:23]([CH3:22])=[C:24]5[C:28](=[CH:29][CH:30]=4)[C:27](=[O:35])[O:26][CH2:25]5)[CH2:19][CH2:20][N:13]3[CH2:12]2)=[CH:9][CH:8]=[C:7]2[C:3]=1[CH2:4][O:5][C:6]2=[O:21], predict the reactants needed to synthesize it. (6) The reactants are: [F:1][C:2]1[CH:7]=[CH:6][C:5]([C:8]([C:10]2[CH:11]=[N:12][CH:13]=[C:14]([C@@H:16]3[CH2:20][CH2:19][CH2:18][NH:17]3)[CH:15]=2)=[O:9])=[CH:4][CH:3]=1.[C:21]([O:25][C:26]([NH:28][C@@H:29]([CH2:33][C:34]1[CH:39]=[CH:38][C:37]([NH:40][C:41]([O:43][CH2:44][CH:45]2[C:57]3[CH:56]=[CH:55][CH:54]=[CH:53][C:52]=3[C:51]3[C:46]2=[CH:47][CH:48]=[CH:49][CH:50]=3)=[O:42])=[CH:36][CH:35]=1)[C:30](O)=[O:31])=[O:27])([CH3:24])([CH3:23])[CH3:22].C(N(C(C)C)C(C)C)C.N1(O)C2C=CC=CC=2N=N1. Given the product [CH:47]1[C:46]2[CH:45]([CH2:44][O:43][C:41](=[O:42])[NH:40][C:37]3[CH:38]=[CH:39][C:34]([CH2:33][C@H:29]([NH:28][C:26]([O:25][C:21]([CH3:23])([CH3:22])[CH3:24])=[O:27])[C:30]([N:17]4[CH2:18][CH2:19][CH2:20][C@H:16]4[C:14]4[CH:13]=[N:12][CH:11]=[C:10]([C:8](=[O:9])[C:5]5[CH:4]=[CH:3][C:2]([F:1])=[CH:7][CH:6]=5)[CH:15]=4)=[O:31])=[CH:35][CH:36]=3)[C:57]3[C:52](=[CH:53][CH:54]=[CH:55][CH:56]=3)[C:51]=2[CH:50]=[CH:49][CH:48]=1, predict the reactants needed to synthesize it.